Task: Predict the product of the given reaction.. Dataset: Forward reaction prediction with 1.9M reactions from USPTO patents (1976-2016) (1) Given the reactants [CH:1]1([N:5]2[CH2:24][CH2:23][C:8]3([CH2:13][CH2:12][N:11]([C:14]4[CH:22]=[CH:21][C:17]([C:18]([OH:20])=O)=[CH:16][N:15]=4)[CH2:10][CH2:9]3)[CH2:7][CH2:6]2)[CH2:4][CH2:3][CH2:2]1.[CH3:25][CH:26]1[CH2:30][CH2:29][CH2:28][NH:27]1, predict the reaction product. The product is: [CH:1]1([N:5]2[CH2:6][CH2:7][C:8]3([CH2:13][CH2:12][N:11]([C:14]4[CH:22]=[CH:21][C:17]([C:18]([N:27]5[CH2:28][CH2:29][CH2:30][CH:26]5[CH3:25])=[O:20])=[CH:16][N:15]=4)[CH2:10][CH2:9]3)[CH2:23][CH2:24]2)[CH2:4][CH2:3][CH2:2]1. (2) Given the reactants CS([O:5][C@H:6]1[CH2:11][CH2:10][C@H:9]([NH:12][C:13]([O:15][C:16]([CH3:19])([CH3:18])[CH3:17])=[O:14])[CH2:8][CH2:7]1)(=O)=O.[Cl:20][C:21]1[CH:26]=[CH:25][C:24]([C:27]2[N:31]([C:32]3[CH:37]=[CH:36][CH:35]=[CH:34][C:33]=3[O:38][CH3:39])[NH:30][C:29](=O)[CH:28]=2)=[CH:23][CH:22]=1, predict the reaction product. The product is: [Cl:20][C:21]1[CH:22]=[CH:23][C:24]([C:27]2[N:31]([C:32]3[CH:37]=[CH:36][CH:35]=[CH:34][C:33]=3[O:38][CH3:39])[N:30]=[C:29]([O:5][C@@H:6]3[CH2:11][CH2:10][C@H:9]([NH:12][C:13](=[O:14])[O:15][C:16]([CH3:19])([CH3:18])[CH3:17])[CH2:8][CH2:7]3)[CH:28]=2)=[CH:25][CH:26]=1. (3) Given the reactants [Cl:1][C:2]1[C:3]([NH:9][C:10]2[CH:15]=[C:14]([I:16])[CH:13]=[CH:12][C:11]=2[O:17][CH:18]2[CH2:23][CH2:22][O:21][CH2:20][CH2:19]2)=[N:4][C:5](N)=[N:6][CH:7]=1.N(OCCC(C)C)=O, predict the reaction product. The product is: [Cl:1][C:2]1[C:3]([NH:9][C:10]2[CH:15]=[C:14]([I:16])[CH:13]=[CH:12][C:11]=2[O:17][CH:18]2[CH2:23][CH2:22][O:21][CH2:20][CH2:19]2)=[N:4][CH:5]=[N:6][CH:7]=1. (4) Given the reactants [Cl:1][C:2]1[CH:3]=[CH:4][C:5]([O:22][CH2:23][C:24]2[CH:29]=[CH:28][C:27]([Cl:30])=[CH:26][C:25]=2[F:31])=[C:6]([CH:21]=1)[CH2:7][N:8]1[C:16]2[CH:15]=[CH:14][CH:13]=[C:12]([C:17]([O:19]C)=[O:18])[C:11]=2[CH:10]=[CH:9]1.ClN1C(=[O:38])CCC1=O.OP(O)(O)=O.C([O-])([O-])=O.[Na+:49].[Na+], predict the reaction product. The product is: [Cl:1][C:2]1[CH:3]=[CH:4][C:5]([O:22][CH2:23][C:24]2[CH:29]=[CH:28][C:27]([Cl:30])=[CH:26][C:25]=2[F:31])=[C:6]([CH:21]=1)[CH2:7][N:8]1[C:16]2[CH:15]=[CH:14][CH:13]=[C:12]([C:17]([O-:19])=[O:18])[C:11]=2[CH2:10][C:9]1=[O:38].[Na+:49]. (5) Given the reactants Br[C:2]1[CH:11]=[CH:10][C:5]2[NH:6][C:7](=[O:9])[S:8][C:4]=2[CH:3]=1.C[Mg]Br.C([Li])(C)(C)C.CN(C)[CH:22]=[O:23], predict the reaction product. The product is: [O:9]=[C:7]1[NH:6][C:5]2[CH:10]=[CH:11][C:2]([CH:22]=[O:23])=[CH:3][C:4]=2[S:8]1.